Dataset: Catalyst prediction with 721,799 reactions and 888 catalyst types from USPTO. Task: Predict which catalyst facilitates the given reaction. (1) Reactant: [F:1][CH2:2][CH2:3][NH:4][C@:5]12[CH2:40][CH2:39][C@@H:38]([C:41]([CH3:43])=[CH2:42])[C@@H:6]1[C@@H:7]1[C@@:20]([CH3:23])([CH2:21][CH2:22]2)[C@@:19]2([CH3:24])[C@@H:10]([C@:11]3([CH3:37])[C@@H:16]([CH2:17][CH2:18]2)[C:15]([CH3:26])([CH3:25])[C:14]([C:27]2[CH:36]=[CH:35][C:30]([C:31]([O:33]C)=[O:32])=[CH:29][CH:28]=2)=[CH:13][CH2:12]3)[CH2:9][CH2:8]1.[OH-].[Na+]. Product: [F:1][CH2:2][CH2:3][NH:4][C@:5]12[CH2:40][CH2:39][C@@H:38]([C:41]([CH3:43])=[CH2:42])[C@@H:6]1[C@@H:7]1[C@@:20]([CH3:23])([CH2:21][CH2:22]2)[C@@:19]2([CH3:24])[C@@H:10]([C@:11]3([CH3:37])[C@@H:16]([CH2:17][CH2:18]2)[C:15]([CH3:26])([CH3:25])[C:14]([C:27]2[CH:28]=[CH:29][C:30]([C:31]([OH:33])=[O:32])=[CH:35][CH:36]=2)=[CH:13][CH2:12]3)[CH2:9][CH2:8]1. The catalyst class is: 169. (2) Reactant: [C:1]([O:5][C:6]([NH:8][C@@H:9]([CH2:13][CH2:14][C:15]1[N:16]=[N:17][NH:18][N:19]=1)[C:10]([OH:12])=O)=[O:7])([CH3:4])([CH3:3])[CH3:2].CN(C(ON1N=NC2C=CC=NC1=2)=[N+](C)C)C.F[P-](F)(F)(F)(F)F.CCN(C(C)C)C(C)C.[CH2:53]([O:57][C:58]([N:60]1[CH2:65][CH2:64][NH:63][CH2:62][CH2:61]1)=[O:59])[CH2:54][CH2:55][CH3:56]. Product: [CH2:53]([O:57][C:58]([N:60]1[CH2:65][CH2:64][N:63]([C:10](=[O:12])[C@@H:9]([NH:8][C:6]([O:5][C:1]([CH3:2])([CH3:3])[CH3:4])=[O:7])[CH2:13][CH2:14][C:15]2[N:16]=[N:17][NH:18][N:19]=2)[CH2:62][CH2:61]1)=[O:59])[CH2:54][CH2:55][CH3:56]. The catalyst class is: 3. (3) The catalyst class is: 9. Product: [OH:1][CH2:2][C:3]1([CH3:49])[CH2:11][C:10]2[NH:9][N:8]=[C:7]([C:20]3[NH:21][C:22]4[C:27]([CH:28]=3)=[CH:26][CH:25]=[C:24]([N:29]([CH3:40])[C:30](=[O:39])[CH2:31][N:32]3[CH2:37][CH2:36][CH2:35][CH2:34][C:33]3=[O:38])[CH:23]=4)[C:6]=2[CH2:5][CH2:4]1. Reactant: [OH:1][CH2:2][C:3]1([CH3:49])[CH2:11][C:10]2[N:9](COCC[Si](C)(C)C)[N:8]=[C:7]([C:20]3[N:21](COCC[Si](C)(C)C)[C:22]4[C:27]([CH:28]=3)=[CH:26][CH:25]=[C:24]([N:29]([CH3:40])[C:30](=[O:39])[CH2:31][N:32]3[CH2:37][CH2:36][CH2:35][CH2:34][C:33]3=[O:38])[CH:23]=4)[C:6]=2[CH2:5][CH2:4]1.[F-].C([N+](CCCC)(CCCC)CCCC)CCC. (4) Reactant: Cl.[NH2:2][CH2:3][C:4]([C:6]1[CH:11]=[CH:10][C:9]([Cl:12])=[C:8]([Cl:13])[CH:7]=1)=O.[C:14]([O:17][CH2:18][C:19](Cl)=O)(=[O:16])[CH3:15].C(N(CC)CC)C.C(=O)([O-])O.[Na+].COC1C=CC(P2(=S)SP(=S)(C3C=CC(OC)=CC=3)[S:43]2)=CC=1. Product: [C:14]([O:17][CH2:18][C:19]1[S:43][C:4]([C:6]2[CH:11]=[CH:10][C:9]([Cl:12])=[C:8]([Cl:13])[CH:7]=2)=[CH:3][N:2]=1)(=[O:16])[CH3:15]. The catalyst class is: 362. (5) Reactant: [Cl:1]N1C(=O)CCC1=O.C(#N)C.[CH:12]([C:16]1[C:17]([NH:28][CH2:29][C:30]([F:33])([F:32])[F:31])=[N:18][C:19]([N:23]2[CH:27]=[CH:26][CH:25]=[N:24]2)=[N:20][C:21]=1[Cl:22])([CH2:14][CH3:15])[CH3:13]. Product: [CH:12]([C:16]1[C:17]([NH:28][CH2:29][C:30]([F:32])([F:33])[F:31])=[N:18][C:19]([N:23]2[CH:27]=[C:26]([Cl:1])[CH:25]=[N:24]2)=[N:20][C:21]=1[Cl:22])([CH2:14][CH3:15])[CH3:13]. The catalyst class is: 6.